This data is from CYP3A4 inhibition data for predicting drug metabolism from PubChem BioAssay. The task is: Regression/Classification. Given a drug SMILES string, predict its absorption, distribution, metabolism, or excretion properties. Task type varies by dataset: regression for continuous measurements (e.g., permeability, clearance, half-life) or binary classification for categorical outcomes (e.g., BBB penetration, CYP inhibition). Dataset: cyp3a4_veith. The drug is CN1[C@@H]2CC(OC(=O)[C@H](CO)c3ccccc3)C[C@@H]1[C@H]1O[C@H]12. The result is 0 (non-inhibitor).